Regression. Given two drug SMILES strings and cell line genomic features, predict the synergy score measuring deviation from expected non-interaction effect. From a dataset of NCI-60 drug combinations with 297,098 pairs across 59 cell lines. (1) Drug 1: CC1=CC2C(CCC3(C2CCC3(C(=O)C)OC(=O)C)C)C4(C1=CC(=O)CC4)C. Drug 2: CC1CCC2CC(C(=CC=CC=CC(CC(C(=O)C(C(C(=CC(C(=O)CC(OC(=O)C3CCCCN3C(=O)C(=O)C1(O2)O)C(C)CC4CCC(C(C4)OC)OCCO)C)C)O)OC)C)C)C)OC. Cell line: EKVX. Synergy scores: CSS=22.6, Synergy_ZIP=-1.75, Synergy_Bliss=-1.56, Synergy_Loewe=-9.14, Synergy_HSA=1.70. (2) Drug 1: CC1=C(C(=CC=C1)Cl)NC(=O)C2=CN=C(S2)NC3=CC(=NC(=N3)C)N4CCN(CC4)CCO. Drug 2: C1=CC=C(C(=C1)C(C2=CC=C(C=C2)Cl)C(Cl)Cl)Cl. Cell line: SNB-19. Synergy scores: CSS=4.82, Synergy_ZIP=-1.19, Synergy_Bliss=-1.01, Synergy_Loewe=-22.2, Synergy_HSA=-0.418. (3) Drug 1: CC1=C(C=C(C=C1)C(=O)NC2=CC(=CC(=C2)C(F)(F)F)N3C=C(N=C3)C)NC4=NC=CC(=N4)C5=CN=CC=C5. Drug 2: CCCCC(=O)OCC(=O)C1(CC(C2=C(C1)C(=C3C(=C2O)C(=O)C4=C(C3=O)C=CC=C4OC)O)OC5CC(C(C(O5)C)O)NC(=O)C(F)(F)F)O. Cell line: KM12. Synergy scores: CSS=44.7, Synergy_ZIP=5.12, Synergy_Bliss=4.88, Synergy_Loewe=-2.21, Synergy_HSA=1.98. (4) Drug 1: C1=C(C(=O)NC(=O)N1)F. Drug 2: CCCS(=O)(=O)NC1=C(C(=C(C=C1)F)C(=O)C2=CNC3=C2C=C(C=N3)C4=CC=C(C=C4)Cl)F. Cell line: SK-OV-3. Synergy scores: CSS=31.7, Synergy_ZIP=8.54, Synergy_Bliss=8.18, Synergy_Loewe=5.67, Synergy_HSA=7.68. (5) Drug 1: C1CN1P(=S)(N2CC2)N3CC3. Drug 2: C1CC(C1)(C(=O)O)C(=O)O.[NH2-].[NH2-].[Pt+2]. Cell line: UO-31. Synergy scores: CSS=7.01, Synergy_ZIP=-3.76, Synergy_Bliss=-0.0667, Synergy_Loewe=1.26, Synergy_HSA=1.28. (6) Drug 1: C1CCC(CC1)NC(=O)N(CCCl)N=O. Drug 2: CN1C2=C(C=C(C=C2)N(CCCl)CCCl)N=C1CCCC(=O)O.Cl. Cell line: BT-549. Synergy scores: CSS=13.7, Synergy_ZIP=-7.86, Synergy_Bliss=2.98, Synergy_Loewe=-5.34, Synergy_HSA=2.46.